Dataset: Forward reaction prediction with 1.9M reactions from USPTO patents (1976-2016). Task: Predict the product of the given reaction. Given the reactants [CH3:1][C:2]([O:5][C:6]([C@@H:8]([NH2:15])[C:9]1C=CC=CC=1)=[O:7])([CH3:4])[CH3:3].[ClH:16].Cl.C(OC(=O)[C@H:24]([CH2:26][C:27]1[CH:32]=[CH:31][CH:30]=[CH:29][CH:28]=1)[NH2:25])(C)(C)C, predict the reaction product. The product is: [NH2:15][C@H:8]([C:6]([O:5][C:2]([CH3:4])([CH3:3])[CH3:1])=[O:7])[CH2:9][C:26]1[C:27]2[C:28](=[CH:29][CH:30]=[CH:31][CH:32]=2)[NH:25][CH:24]=1.[ClH:16].